The task is: Predict the reaction yield, written as a fraction of the theoretical maximum amount of product (1.0 means a 100% yield; for example, 0.34 means a 34% yield).. This data is from Reaction yield outcomes from USPTO patents with 853,638 reactions. (1) The yield is 0.684. The product is [CH2:21]([S:18]([C:15]1[CH:16]=[CH:17][C:12]([CH:5]([CH2:6][CH:7]2[CH2:11][CH2:10][CH2:9][CH2:8]2)[C:4]([OH:25])=[O:3])=[CH:13][CH:14]=1)(=[O:19])=[O:20])[CH2:22][CH2:23][CH3:24]. The catalyst is O1CCCC1.O.CO. The reactants are C([O:3][C:4](=[O:25])[CH:5]([C:12]1[CH:17]=[CH:16][C:15]([S:18]([CH2:21][CH2:22][CH2:23][CH3:24])(=[O:20])=[O:19])=[CH:14][CH:13]=1)[CH2:6][CH:7]1[CH2:11][CH2:10][CH2:9][CH2:8]1)C.[OH-].[Li+].Cl. (2) The reactants are [CH3:1][O:2][CH2:3][CH2:4][O:5][C:6]1[CH:7]=[C:8]2[C:13](=[CH:14][C:15]=1[O:16][CH2:17][CH2:18][O:19][CH3:20])[N:12]=[CH:11][N:10]=[C:9]2[S:21][C:22]1[CH:23]=[C:24]([CH:26]=[CH:27][CH:28]=1)[NH2:25].[C:29]([C:33]1[CH:37]=[C:36]([NH:38][C:39](=O)[O:40]C2C=CC=CC=2)[O:35][N:34]=1)([CH3:32])([CH3:31])[CH3:30]. No catalyst specified. The product is [CH3:1][O:2][CH2:3][CH2:4][O:5][C:6]1[CH:7]=[C:8]2[C:13](=[CH:14][C:15]=1[O:16][CH2:17][CH2:18][O:19][CH3:20])[N:12]=[CH:11][N:10]=[C:9]2[S:21][C:22]1[CH:23]=[C:24]([NH:25][C:39]([NH:38][C:36]2[O:35][N:34]=[C:33]([C:29]([CH3:32])([CH3:31])[CH3:30])[CH:37]=2)=[O:40])[CH:26]=[CH:27][CH:28]=1. The yield is 0.520.